Dataset: NCI-60 drug combinations with 297,098 pairs across 59 cell lines. Task: Regression. Given two drug SMILES strings and cell line genomic features, predict the synergy score measuring deviation from expected non-interaction effect. (1) Drug 1: C1=C(C(=O)NC(=O)N1)F. Drug 2: C1=NC2=C(N1)C(=S)N=C(N2)N. Cell line: RPMI-8226. Synergy scores: CSS=53.8, Synergy_ZIP=-3.61, Synergy_Bliss=-4.15, Synergy_Loewe=-4.21, Synergy_HSA=-0.547. (2) Drug 1: CCCCC(=O)OCC(=O)C1(CC(C2=C(C1)C(=C3C(=C2O)C(=O)C4=C(C3=O)C=CC=C4OC)O)OC5CC(C(C(O5)C)O)NC(=O)C(F)(F)F)O. Drug 2: C1=NC2=C(N1)C(=S)N=CN2. Cell line: HCT116. Synergy scores: CSS=59.5, Synergy_ZIP=-1.20, Synergy_Bliss=-4.58, Synergy_Loewe=-4.41, Synergy_HSA=-0.329. (3) Drug 1: CCCCC(=O)OCC(=O)C1(CC(C2=C(C1)C(=C3C(=C2O)C(=O)C4=C(C3=O)C=CC=C4OC)O)OC5CC(C(C(O5)C)O)NC(=O)C(F)(F)F)O. Drug 2: CN(CC1=CN=C2C(=N1)C(=NC(=N2)N)N)C3=CC=C(C=C3)C(=O)NC(CCC(=O)O)C(=O)O. Cell line: BT-549. Synergy scores: CSS=32.5, Synergy_ZIP=-3.72, Synergy_Bliss=-1.68, Synergy_Loewe=-3.75, Synergy_HSA=-0.484. (4) Drug 1: CNC(=O)C1=CC=CC=C1SC2=CC3=C(C=C2)C(=NN3)C=CC4=CC=CC=N4. Drug 2: C#CCC(CC1=CN=C2C(=N1)C(=NC(=N2)N)N)C3=CC=C(C=C3)C(=O)NC(CCC(=O)O)C(=O)O. Cell line: NCI-H322M. Synergy scores: CSS=2.43, Synergy_ZIP=0.0887, Synergy_Bliss=1.63, Synergy_Loewe=0.802, Synergy_HSA=0.620. (5) Drug 1: CC(CN1CC(=O)NC(=O)C1)N2CC(=O)NC(=O)C2. Drug 2: C1CNP(=O)(OC1)N(CCCl)CCCl. Cell line: SK-MEL-28. Synergy scores: CSS=3.29, Synergy_ZIP=-3.63, Synergy_Bliss=-2.48, Synergy_Loewe=-8.85, Synergy_HSA=-2.60.